Dataset: Forward reaction prediction with 1.9M reactions from USPTO patents (1976-2016). Task: Predict the product of the given reaction. (1) Given the reactants [CH:1]([S:4]([CH2:7][C:8]1[CH:13]=[C:12]([N:14]2[CH2:19][CH2:18][O:17][CH2:16][C@@H:15]2[CH3:20])[N:11]=[C:10]([C:21]2[CH:26]=[CH:25][C:24]([NH:27][C:28](=O)[O:29]C3C=CC=CC=3)=[CH:23][CH:22]=2)[N:9]=1)(=[O:6])=[O:5])([CH3:3])[CH3:2].C[C@H]1COCCN1C1C=C(C(S(C(C)C)(=O)=O)(C)C)N=C([C:59]2[CH:64]=[CH:63][C:62]([NH:65]C(=O)OC3C=CC=CC=3)=CC=2)N=1, predict the reaction product. The product is: [CH:62]1([NH:65][C:28](=[O:29])[NH:27][C:24]2[CH:25]=[CH:26][C:21]([C:10]3[N:11]=[C:12]([N:14]4[CH2:19][CH2:18][O:17][CH2:16][C@@H:15]4[CH3:20])[CH:13]=[C:8]([CH2:7][S:4]([CH:1]([CH3:3])[CH3:2])(=[O:5])=[O:6])[N:9]=3)=[CH:22][CH:23]=2)[CH2:63][CH2:64][CH2:59]1. (2) Given the reactants [C:1]([OH:13])(=[O:12])[CH2:2][C:3]([CH2:8][C:9]([OH:11])=[O:10])([C:5]([OH:7])=[O:6])[OH:4].[Ti:14], predict the reaction product. The product is: [C:1]([O-:13])(=[O:12])[CH2:2][C:3]([CH2:8][C:9]([O-:11])=[O:10])([C:5]([O-:7])=[O:6])[OH:4].[Ti+4:14].[C:1]([O-:13])(=[O:12])[CH2:2][C:3]([CH2:8][C:9]([O-:11])=[O:10])([C:5]([O-:7])=[O:6])[OH:4].[C:1]([O-:13])(=[O:12])[CH2:2][C:3]([CH2:8][C:9]([O-:11])=[O:10])([C:5]([O-:7])=[O:6])[OH:4].[C:1]([O-:13])(=[O:12])[CH2:2][C:3]([CH2:8][C:9]([O-:11])=[O:10])([C:5]([O-:7])=[O:6])[OH:4].[Ti+4:14].[Ti+4:14]. (3) Given the reactants [C:1]([O:5][C:6]([NH:8][C@H:9]([C:13]1[CH:18]=[CH:17][C:16](OCC(OC)OCC)=[CH:15][CH:14]=1)[C:10]([OH:12])=[O:11])=[O:7])([CH3:4])([CH3:3])[CH3:2].[OH-].[Na+].O.[C:30](OC(OC(OC(C)(C)C)=O)=O)([CH3:33])(C)[CH3:31], predict the reaction product. The product is: [C:1]([O:5][C:6]([NH:8][CH:9]([C:13]1[CH:14]=[CH:15][C:16]([CH:33]2[CH2:30][CH2:31]2)=[CH:17][CH:18]=1)[C:10]([OH:12])=[O:11])=[O:7])([CH3:2])([CH3:3])[CH3:4]. (4) Given the reactants [Cl:1][C:2]1[CH:3]=[C:4]([NH:8][C:9]2[N:14]=[C:13]([C:15]([F:18])([F:17])[F:16])[C:12]([CH2:19][N:20]3C(=O)C4C(=CC=CC=4)C3=O)=[CH:11][N:10]=2)[CH:5]=[CH:6][CH:7]=1.O.NN, predict the reaction product. The product is: [NH2:20][CH2:19][C:12]1[C:13]([C:15]([F:18])([F:17])[F:16])=[N:14][C:9]([NH:8][C:4]2[CH:5]=[CH:6][CH:7]=[C:2]([Cl:1])[CH:3]=2)=[N:10][CH:11]=1. (5) Given the reactants [C:1]([O:5][C:6](=[O:33])[NH:7][CH2:8][CH2:9][CH2:10][N:11]1[C:20]2[CH:19]=[CH:18][C:17](I)=[CH:16][C:15]=2[C:14]2=[N:22][N:23]([CH:26]3[CH2:31][CH2:30][CH2:29][CH2:28][O:27]3)[C:24]([CH3:25])=[C:13]2[C:12]1=[O:32])([CH3:4])([CH3:3])[CH3:2].C[C:35]([O:37]C(C)=O)=[O:36].C(O[Li])=O.[Li+].[Cl-].CCN(C(C)C)C(C)C, predict the reaction product. The product is: [C:1]([O:5][C:6]([NH:7][CH2:8][CH2:9][CH2:10][N:11]1[C:20]2[CH:19]=[CH:18][C:17]([C:35]([OH:37])=[O:36])=[CH:16][C:15]=2[C:14]2=[N:22][N:23]([CH:26]3[CH2:31][CH2:30][CH2:29][CH2:28][O:27]3)[C:24]([CH3:25])=[C:13]2[C:12]1=[O:32])=[O:33])([CH3:4])([CH3:3])[CH3:2]. (6) Given the reactants [CH3:1][O:2][CH:3]([O:14][CH3:15])[C:4]1[CH:9]=[CH:8][N:7]=[C:6](S(C)(=O)=O)[N:5]=1.[H-].[Na+], predict the reaction product. The product is: [CH3:1][O:2][CH:3]([O:14][CH3:15])[C:4]1[CH:9]=[CH:8][N:7]=[C:6]([O:2][CH2:3][CH2:4][CH3:9])[N:5]=1. (7) Given the reactants [NH:1]1[CH2:6][CH2:5][CH:4]([C:7]([OH:9])=[O:8])[CH2:3][CH2:2]1.[C:10](O[C:10]([O:12][C:13]([CH3:16])([CH3:15])[CH3:14])=[O:11])([O:12][C:13]([CH3:16])([CH3:15])[CH3:14])=[O:11].C(=O)(O)[O-].[Na+], predict the reaction product. The product is: [C:13]([O:12][C:10]([N:1]1[CH2:6][CH2:5][CH:4]([C:7]([OH:9])=[O:8])[CH2:3][CH2:2]1)=[O:11])([CH3:16])([CH3:15])[CH3:14]. (8) Given the reactants [NH2:1][C:2]1[C:12]([Cl:13])=[C:11]([CH:14]=O)[C:10]([C:16]([F:19])([F:18])[F:17])=[CH:9][C:3]=1[C:4]([O:6][CH2:7][CH3:8])=[O:5].[CH3:20][N:21]([C@@H:29]1[CH2:33][CH2:32][NH:31][CH2:30]1)[C:22](=[O:28])[O:23][C:24]([CH3:27])([CH3:26])[CH3:25], predict the reaction product. The product is: [NH2:1][C:2]1[C:12]([Cl:13])=[C:11]([CH2:14][N:31]2[CH2:32][CH2:33][C@@H:29]([N:21]([CH3:20])[C:22]([O:23][C:24]([CH3:26])([CH3:25])[CH3:27])=[O:28])[CH2:30]2)[C:10]([C:16]([F:19])([F:18])[F:17])=[CH:9][C:3]=1[C:4]([O:6][CH2:7][CH3:8])=[O:5]. (9) The product is: [C:28]([O:27][C:25]([NH:24][C@H:11]([C:12]([N:14]([C:16]1[CH:17]=[CH:18][C:19]([O:22][CH3:23])=[CH:20][CH:21]=1)[CH3:15])=[O:13])[CH2:10][C:6]1[CH:5]=[C:4]([S:3][CH2:53][C:39]2[NH:38][C:46]3[C:41]([C:40]=2[CH2:47][C:48]([O:50][CH2:51][CH3:52])=[O:49])=[CH:42][CH:43]=[CH:44][CH:45]=3)[CH:9]=[CH:8][CH:7]=1)=[O:26])([CH3:30])([CH3:31])[CH3:29]. Given the reactants C(=O)([S:3][C:4]1[CH:9]=[CH:8][CH:7]=[C:6]([CH2:10][C@H:11]([NH:24][C:25]([O:27][C:28]([CH3:31])([CH3:30])[CH3:29])=[O:26])[C:12]([N:14]([C:16]2[CH:21]=[CH:20][C:19]([O:22][CH3:23])=[CH:18][CH:17]=2)[CH3:15])=[O:13])[CH:5]=1)C.[OH-].[K+].C([N:38]1[C:46]2[C:41](=[CH:42][CH:43]=[CH:44][CH:45]=2)[C:40]([CH2:47][C:48]([O:50][CH2:51][CH3:52])=[O:49])=[C:39]1[CH2:53]Br)(=O)C.Cl, predict the reaction product.